This data is from Full USPTO retrosynthesis dataset with 1.9M reactions from patents (1976-2016). The task is: Predict the reactants needed to synthesize the given product. (1) Given the product [CH2:14]([N:17]1[C:25]2[CH:24]=[CH:23][C:22]([C:26]([N:28]3[CH2:33][CH2:32][CH:31]([CH3:34])[CH2:30][CH2:29]3)=[O:27])=[CH:21][C:20]=2[C:19]2[CH2:35][N:36]([CH:3]3[CH2:4][CH2:5][O:1][CH2:2]3)[CH2:37][CH2:38][C:18]1=2)[CH:15]=[CH2:16], predict the reactants needed to synthesize it. The reactants are: [O:1]1[CH2:5][CH2:4][C:3](=O)[CH2:2]1.OC(C(F)(F)F)=O.[CH2:14]([N:17]1[C:25]2[CH:24]=[CH:23][C:22]([C:26]([N:28]3[CH2:33][CH2:32][CH:31]([CH3:34])[CH2:30][CH2:29]3)=[O:27])=[CH:21][C:20]=2[C:19]2[CH2:35][NH:36][CH2:37][CH2:38][C:18]1=2)[CH:15]=[CH2:16]. (2) Given the product [CH3:31][O:32][C:24](=[O:33])[C:12]1[CH:13]=[CH:14][CH:15]=[C:10]([CH:7]2[CH2:8][CH2:9][N:4]([CH2:1][CH2:2][CH3:3])[CH2:5][CH2:6]2)[CH:11]=1, predict the reactants needed to synthesize it. The reactants are: [CH2:1]([N:4]1[CH2:9][CH2:8][CH:7]([C:10]2[CH:11]=[C:12](OS(C(F)(F)F)(=O)=O)[CH:13]=[CH:14][CH:15]=2)[CH2:6][CH2:5]1)[CH2:2][CH3:3].[CH2:24](N(CC)CC)C.[CH3:31][OH:32].[OH2:33]. (3) Given the product [CH:16]1([N:19]2[CH:23]=[C:22]([C:2]3[CH:3]=[CH:4][C:5]4[N:10]([C:11](=[O:13])[CH3:12])[C@@H:9]([CH3:14])[CH2:8][NH:7][C:6]=4[N:15]=3)[CH:21]=[N:20]2)[CH2:18][CH2:17]1, predict the reactants needed to synthesize it. The reactants are: Br[C:2]1[CH:3]=[CH:4][C:5]2[N:10]([C:11](=[O:13])[CH3:12])[C@@H:9]([CH3:14])[CH2:8][NH:7][C:6]=2[N:15]=1.[CH:16]1([N:19]2[CH:23]=[C:22](B3OC(C)(C)C(C)(C)O3)[CH:21]=[N:20]2)[CH2:18][CH2:17]1.C(=O)([O-])[O-].[K+].[K+]. (4) Given the product [CH3:5][N:6]([CH:17]1[CH2:18][CH2:19][N:20]([C:3](=[S:4])[NH:2][CH3:1])[CH2:21][CH2:22]1)[C:7](=[O:16])[O:8][CH2:9][C:10]1[CH:15]=[CH:14][CH:13]=[CH:12][CH:11]=1, predict the reactants needed to synthesize it. The reactants are: [CH3:1][N:2]=[C:3]=[S:4].[CH3:5][N:6]([CH:17]1[CH2:22][CH2:21][NH:20][CH2:19][CH2:18]1)[C:7](=[O:16])[O:8][CH2:9][C:10]1[CH:15]=[CH:14][CH:13]=[CH:12][CH:11]=1. (5) Given the product [CH3:29][O:28][C:25]1[CH:24]=[CH:23][C:22]([CH2:21][N:20]([CH2:19][C:18]2[CH:30]=[CH:31][C:15]([O:14][CH3:13])=[CH:16][CH:17]=2)[C:2]2[C:7]([N+:8]([O-:10])=[O:9])=[C:6]([NH:11][OH:12])[CH:5]=[CH:4][N:3]=2)=[CH:27][CH:26]=1, predict the reactants needed to synthesize it. The reactants are: Cl[C:2]1[C:7]([N+:8]([O-:10])=[O:9])=[C:6]([NH:11][OH:12])[CH:5]=[CH:4][N:3]=1.[CH3:13][O:14][C:15]1[CH:31]=[CH:30][C:18]([CH2:19][NH:20][CH2:21][C:22]2[CH:27]=[CH:26][C:25]([O:28][CH3:29])=[CH:24][CH:23]=2)=[CH:17][CH:16]=1. (6) Given the product [NH2:52][C@H:53]([C:58]([NH:23][C@@H:24]([C:49]([NH:1][C@H:2]([C:20]([OH:22])=[O:21])[CH2:3][C:4]1[C:12]2[C:7](=[CH:8][CH:9]=[CH:10][CH:11]=2)[N:6]([C:13]([O:15][C:16]([CH3:19])([CH3:17])[CH3:18])=[O:14])[CH:5]=1)=[O:50])[CH2:25][CH2:26][CH2:27][NH:28][C:29](=[NH:48])[NH:30][S:31]([C:34]1[C:46]([CH3:47])=[C:45]2[C:39]([O:40][C:41]([CH2:44]2)([CH3:42])[CH3:43])=[C:37]([CH3:38])[C:35]=1[CH3:36])(=[O:33])=[O:32])=[O:59])[CH2:54][CH:55]([CH3:57])[CH3:56], predict the reactants needed to synthesize it. The reactants are: [NH2:1][C@H:2]([C:20]([OH:22])=[O:21])[CH2:3][C:4]1[C:12]2[C:7](=[CH:8][CH:9]=[CH:10][CH:11]=2)[N:6]([C:13]([O:15][C:16]([CH3:19])([CH3:18])[CH3:17])=[O:14])[CH:5]=1.[NH2:23][C@@H:24]([C:49](O)=[O:50])[CH2:25][CH2:26][CH2:27][NH:28][C:29](=[NH:48])[NH:30][S:31]([C:34]1[C:46]([CH3:47])=[C:45]2[C:39]([O:40][C:41]([CH2:44]2)([CH3:43])[CH3:42])=[C:37]([CH3:38])[C:35]=1[CH3:36])(=[O:33])=[O:32].[NH2:52][C@H:53]([C:58](O)=[O:59])[CH2:54][CH:55]([CH3:57])[CH3:56]. (7) Given the product [CH2:1]([O:5][CH2:6][CH2:7][O:8][C:9]1[CH:10]=[CH:11][C:12]([C:15]2[CH:16]=[CH:17][C:18]3[N:24]([CH2:25][CH:26]([CH3:27])[CH3:28])[CH2:23][CH2:22][C:21]([C:29]([NH:42][C:43]4[CH:62]=[CH:61][C:46]5[N:47]([CH3:60])[C:48]([S:50][CH2:51][C:52]6[N:56]([CH2:57][CH2:58][CH3:59])[CH:55]=[N:54][CH:53]=6)=[N:49][C:45]=5[CH:44]=4)=[O:31])=[CH:20][C:19]=3[CH:32]=2)=[CH:13][CH:14]=1)[CH2:2][CH2:3][CH3:4], predict the reactants needed to synthesize it. The reactants are: [CH2:1]([O:5][CH2:6][CH2:7][O:8][C:9]1[CH:14]=[CH:13][C:12]([C:15]2[CH:16]=[CH:17][C:18]3[N:24]([CH2:25][CH:26]([CH3:28])[CH3:27])[CH2:23][CH2:22][C:21]([C:29]([OH:31])=O)=[CH:20][C:19]=3[CH:32]=2)=[CH:11][CH:10]=1)[CH2:2][CH2:3][CH3:4].CN(C=O)C.S(Cl)(Cl)=O.[NH2:42][C:43]1[CH:62]=[CH:61][C:46]2[N:47]([CH3:60])[C:48]([S:50][CH2:51][C:52]3[N:56]([CH2:57][CH2:58][CH3:59])[CH:55]=[N:54][CH:53]=3)=[N:49][C:45]=2[CH:44]=1. (8) Given the product [Br:11][C:9]1[CH:10]=[C:2]2[C:3]([C:4](=[O:6])[N:13]([CH3:12])[C:14]([CH:16]3[CH2:20][CH2:19][O:18][CH2:17]3)=[N:1]2)=[CH:7][CH:8]=1, predict the reactants needed to synthesize it. The reactants are: [NH2:1][C:2]1[CH:10]=[C:9]([Br:11])[CH:8]=[CH:7][C:3]=1[C:4]([OH:6])=O.[CH3:12][NH:13][C:14]([CH:16]1[CH2:20][CH2:19][O:18][CH2:17]1)=O.O=S(Cl)Cl.C([O-])([O-])=O.[Na+].[Na+]. (9) Given the product [C:30]([NH:1][C:2]1[CH:3]=[C:4]2[C:9](=[CH:10][CH:11]=1)[N:8]=[C:7]([CH3:12])[N:6]=[C:5]2[N:13]([C:15]1[CH:20]=[CH:19][C:18]([O:21][CH3:22])=[CH:17][CH:16]=1)[CH3:14])(=[O:32])[CH3:31], predict the reactants needed to synthesize it. The reactants are: [NH2:1][C:2]1[CH:3]=[C:4]2[C:9](=[CH:10][CH:11]=1)[N:8]=[C:7]([CH3:12])[N:6]=[C:5]2[N:13]([C:15]1[CH:20]=[CH:19][C:18]([O:21][CH3:22])=[CH:17][CH:16]=1)[CH3:14].C(N(CC)CC)C.[C:30](Cl)(=[O:32])[CH3:31].